Dataset: Full USPTO retrosynthesis dataset with 1.9M reactions from patents (1976-2016). Task: Predict the reactants needed to synthesize the given product. (1) The reactants are: [Br:1][CH2:2][C:3]1[CH:4]=[C:5]([CH:10]=[CH:11][CH:12]=1)[C:6](OC)=[O:7].[H-].C([Al+]CC(C)C)C(C)C.CO. Given the product [Br:1][CH2:2][C:3]1[CH:4]=[C:5]([CH2:6][OH:7])[CH:10]=[CH:11][CH:12]=1, predict the reactants needed to synthesize it. (2) Given the product [CH:1]1[C:10]2[C:5](=[CH:6][CH:7]=[CH:8][CH:9]=2)[CH:4]=[CH:3][C:2]=1[CH:11]([CH3:18])[CH2:12][C:13]([O:15][CH2:16][CH3:17])=[O:14], predict the reactants needed to synthesize it. The reactants are: [CH:1]1[C:10]2[C:5](=[CH:6][CH:7]=[CH:8][CH:9]=2)[CH:4]=[CH:3][C:2]=1[C:11]([CH3:18])=[CH:12][C:13]([O:15][CH2:16][CH3:17])=[O:14].